From a dataset of Forward reaction prediction with 1.9M reactions from USPTO patents (1976-2016). Predict the product of the given reaction. (1) The product is: [CH3:1][CH:2]([CH2:23][NH:24][CH2:25][C:26]1[CH:31]=[CH:30][CH:29]=[CH:28][C:27]=1[NH2:32])[C:3]([N:5]([CH2:10][C:11]1[CH:21]=[C:20]([Cl:22])[C:14]2[O:15][CH2:16][CH2:17][CH2:18][O:19][C:13]=2[CH:12]=1)[CH2:6][CH:7]([CH3:8])[CH3:9])=[O:4]. Given the reactants [CH3:1][CH:2]([CH2:23][NH:24][CH2:25][C:26]1[CH:31]=[CH:30][CH:29]=[CH:28][C:27]=1[N+:32]([O-])=O)[C:3]([N:5]([CH2:10][C:11]1[CH:21]=[C:20]([Cl:22])[C:14]2[O:15][CH2:16][CH2:17][CH2:18][O:19][C:13]=2[CH:12]=1)[CH2:6][CH:7]([CH3:9])[CH3:8])=[O:4].[Cl-].[NH4+], predict the reaction product. (2) Given the reactants [NH2:1][C:2]1[CH:6]=[C:5]([Cl:7])[S:4][C:3]=1[S:8]([NH:11][C@H:12]1[CH2:17][CH2:16][CH2:15][N:14]([C:18]([O:20][C:21]([CH3:24])([CH3:23])[CH3:22])=[O:19])[CH2:13]1)(=[O:10])=[O:9].[Cl:25][C:26]([Cl:33])([Cl:32])[C:27]([N:29]=[C:30]=[O:31])=[O:28], predict the reaction product. The product is: [Cl:7][C:5]1[S:4][C:3]([S:8]([NH:11][C@H:12]2[CH2:17][CH2:16][CH2:15][N:14]([C:18]([O:20][C:21]([CH3:24])([CH3:23])[CH3:22])=[O:19])[CH2:13]2)(=[O:10])=[O:9])=[C:2]([NH:1][C:30]([NH:29][C:27](=[O:28])[C:26]([Cl:33])([Cl:32])[Cl:25])=[O:31])[CH:6]=1. (3) Given the reactants S([O-])([O-])(=O)=[O:2].[NH4+:6].[NH4+].[S:8](=[O:12])(=[O:11])([OH:10])[OH:9], predict the reaction product. The product is: [OH-:2].[NH4+:6].[S:8]([O-:12])([O-:11])(=[O:10])=[O:9].[NH4+:6].[NH4+:6]. (4) Given the reactants Cl[C:2]1[CH:3]=[C:4]([C:10]2[CH:22]=[CH:21][C:13]([C:14]([O:16][C:17]([CH3:20])([CH3:19])[CH3:18])=[O:15])=[CH:12][C:11]=2[CH3:23])[CH:5]=[N:6][C:7]=1[O:8][CH3:9].[B:24]1([B:24]2[O:28][C:27]([CH3:30])([CH3:29])[C:26]([CH3:32])([CH3:31])[O:25]2)[O:28][C:27]([CH3:30])([CH3:29])[C:26]([CH3:32])([CH3:31])[O:25]1.C([O-])(=O)C.[K+], predict the reaction product. The product is: [CH3:9][O:8][C:7]1[N:6]=[CH:5][C:4]([C:10]2[CH:22]=[CH:21][C:13]([C:14]([O:16][C:17]([CH3:20])([CH3:19])[CH3:18])=[O:15])=[CH:12][C:11]=2[CH3:23])=[CH:3][C:2]=1[B:24]1[O:28][C:27]([CH3:30])([CH3:29])[C:26]([CH3:32])([CH3:31])[O:25]1. (5) Given the reactants F[C:2]1[CH:7]=[CH:6][C:5]([N+:8]([O-:10])=[O:9])=[C:4]([O:11][CH3:12])[CH:3]=1.[NH2:13][CH2:14][C:15]([CH3:18])([OH:17])[CH3:16].CN1CCCC1=O.CCN(C(C)C)C(C)C, predict the reaction product. The product is: [CH3:12][O:11][C:4]1[CH:3]=[C:2]([NH:13][CH2:14][C:15]([CH3:18])([OH:17])[CH3:16])[CH:7]=[CH:6][C:5]=1[N+:8]([O-:10])=[O:9]. (6) Given the reactants [C:1]([C:3]1[CH:23]=[C:22]([C:24]2[N:29]=[C:28]([NH:30][C:31]3[CH:36]=[CH:35][C:34]([N:37]4[CH2:42][CH2:41][N:40]([CH:43]5[CH2:48][CH2:47][O:46][CH2:45][CH2:44]5)[CH2:39][CH2:38]4)=[CH:33][CH:32]=3)[N:27]=[CH:26][N:25]=2)[CH:21]=[CH:20][C:4]=1[O:5][C@H:6]1[CH2:11][CH2:10][N:9](C(OC(C)(C)C)=O)[CH2:8][C@H:7]1[F:19])#[N:2].FC(F)(F)C(O)=O.C(=O)(O)[O-].[Na+], predict the reaction product. The product is: [F:19][C@H:7]1[C@@H:6]([O:5][C:4]2[CH:20]=[CH:21][C:22]([C:24]3[N:29]=[C:28]([NH:30][C:31]4[CH:36]=[CH:35][C:34]([N:37]5[CH2:38][CH2:39][N:40]([CH:43]6[CH2:48][CH2:47][O:46][CH2:45][CH2:44]6)[CH2:41][CH2:42]5)=[CH:33][CH:32]=4)[N:27]=[CH:26][N:25]=3)=[CH:23][C:3]=2[C:1]#[N:2])[CH2:11][CH2:10][NH:9][CH2:8]1. (7) Given the reactants [CH2:1]([NH2:4])[CH2:2][NH2:3].[C:5](OCC)(=[O:9])/[CH:6]=[CH:7]/[CH3:8], predict the reaction product. The product is: [CH3:8][CH:7]1[NH:4][CH2:1][CH2:2][NH:3][C:5](=[O:9])[CH2:6]1. (8) Given the reactants [NH2:1][C:2]1[C:3](=[O:22])[N:4]([CH2:14][C:15]2[CH:20]=[CH:19][CH:18]=[CH:17][C:16]=2[F:21])[C:5](=[O:13])[N:6]([CH2:9][CH2:10][CH2:11][CH3:12])[C:7]=1[NH2:8].[N:23]1[CH:28]=[CH:27][C:26]([NH:29][S:30]([C:33]2[CH:38]=[CH:37][C:36]([CH2:39][C:40](O)=O)=[CH:35][CH:34]=2)(=[O:32])=[O:31])=[CH:25][CH:24]=1, predict the reaction product. The product is: [CH2:9]([N:6]1[C:7]2[N:8]=[C:40]([CH2:39][C:36]3[CH:35]=[CH:34][C:33]([S:30]([NH:29][C:26]4[CH:27]=[CH:28][N:23]=[CH:24][CH:25]=4)(=[O:31])=[O:32])=[CH:38][CH:37]=3)[NH:1][C:2]=2[C:3](=[O:22])[N:4]([CH2:14][C:15]2[CH:20]=[CH:19][CH:18]=[CH:17][C:16]=2[F:21])[C:5]1=[O:13])[CH2:10][CH2:11][CH3:12]. (9) The product is: [Cl:20][C:21]1[CH:22]=[C:23]([N:27]2[C:7]([C:9]3[CH:14]=[CH:13][C:12]([Cl:15])=[CH:11][C:10]=3[Cl:16])=[CH:6][C:5]([C:4]([O:3][CH2:1][CH3:2])=[O:18])=[N:28]2)[CH:24]=[CH:25][CH:26]=1. Given the reactants [CH2:1]([O:3][C:4](=[O:18])[C:5](=O)[CH2:6][C:7]([C:9]1[CH:14]=[CH:13][C:12]([Cl:15])=[CH:11][C:10]=1[Cl:16])=O)[CH3:2].Cl.[Cl:20][C:21]1[CH:22]=[C:23]([NH:27][NH2:28])[CH:24]=[CH:25][CH:26]=1, predict the reaction product. (10) Given the reactants [O:1]=[C:2]1[C:6]([C:13]2[CH:18]=[CH:17][CH:16]=[CH:15][CH:14]=2)([C:7]2[CH:12]=[CH:11][CH:10]=[CH:9][CH:8]=2)[CH2:5][CH2:4][N:3]1[CH2:19][C:20]([OH:22])=O.FC1C=CC(C2(C3C=CC(F)=CC=3)CCN(CC(O)=O)C2=O)=CC=1.[F:47][C:48]1[CH:49]=[C:50]([CH:56]=[C:57]([F:59])[CH:58]=1)/[C:51](=[N:54]/[H])/[NH:52]O.ON/C(=N\[H])/C1C=CC(C(F)(F)F)=CC=1, predict the reaction product. The product is: [F:47][C:48]1[CH:49]=[C:50]([C:51]2[N:54]=[C:20]([CH2:19][N:3]3[CH2:4][CH2:5][C:6]([C:7]4[CH:12]=[CH:11][CH:10]=[CH:9][CH:8]=4)([C:13]4[CH:18]=[CH:17][CH:16]=[CH:15][CH:14]=4)[C:2]3=[O:1])[O:22][N:52]=2)[CH:56]=[C:57]([F:59])[CH:58]=1.